From a dataset of Reaction yield outcomes from USPTO patents with 853,638 reactions. Predict the reaction yield, written as a fraction of the theoretical maximum amount of product (1.0 means a 100% yield; for example, 0.34 means a 34% yield). (1) The reactants are [CH:1]1[C:13]2[CH:12]([CH2:14][O:15][C:16]([NH:18][C@@H:19]([C@@H:23]([O:25][C:26]([CH3:29])([CH3:28])[CH3:27])[CH3:24])[C:20](O)=[O:21])=[O:17])[C:11]3[C:6](=[CH:7][CH:8]=[CH:9][CH:10]=3)[C:5]=2[CH:4]=[CH:3][CH:2]=1.ClC(OCC(C)C)=O.CN1CCOCC1.[BH4-].[Na+]. The catalyst is C1COCC1.O. The product is [C:26]([O:25][C@@H:23]([CH3:24])[C@H:19]([NH:18][C:16](=[O:17])[O:15][CH2:14][CH:12]1[C:13]2[CH:1]=[CH:2][CH:3]=[CH:4][C:5]=2[C:6]2[C:11]1=[CH:10][CH:9]=[CH:8][CH:7]=2)[CH2:20][OH:21])([CH3:29])([CH3:27])[CH3:28]. The yield is 0.980. (2) The reactants are [CH:1]1([C:7]2[N:12]([C:13]3[CH:18]=[CH:17][CH:16]=[C:15]([F:19])[C:14]=3[F:20])[C:11](=[O:21])[CH:10]=[C:9]([OH:22])[N:8]=2)[CH2:6][CH2:5][CH2:4][CH2:3][CH2:2]1.[Cl-].C[Al+]C.CCCCCC.FC1C(F)=CC=C[C:35]=1[NH2:36].C1(C#N)CCCCC1.C(OCC)(=O)[CH2:51][C:52]([O:54]CC)=[O:53].C[O-:62].[Na+]. The product is [CH:1]1([C:7]2[N:12]([C:13]3[CH:18]=[CH:17][CH:16]=[C:15]([F:19])[C:14]=3[F:20])[C:11](=[O:21])[C:10]([C:35]([NH:36][CH2:51][C:52]([OH:54])=[O:53])=[O:62])=[C:9]([OH:22])[N:8]=2)[CH2:2][CH2:3][CH2:4][CH2:5][CH2:6]1. The yield is 0.220. The catalyst is C1(C)C=CC=CC=1.O.COCCO. (3) The reactants are [OH:1][CH2:2][C:3]1[CH:11]=[CH:10][C:6]([C:7]([OH:9])=[O:8])=[CH:5][CH:4]=1.[CH3:12][O:13][C:14]1[CH:35]=[CH:34][C:17]([C:18](Cl)([C:27]2[CH:32]=[CH:31][CH:30]=[CH:29][CH:28]=2)[C:19]2[CH:24]=[CH:23][C:22]([O:25][CH3:26])=[CH:21][CH:20]=2)=[CH:16][CH:15]=1.[N:36]1[CH:41]=[CH:40]C=[CH:38][CH:37]=1. No catalyst specified. The product is [CH3:26][O:25][C:22]1[CH:21]=[CH:20][C:19]([C:18]([O:1][CH2:2][C:3]2[CH:4]=[CH:5][C:6]([C:7]([O-:9])=[O:8])=[CH:10][CH:11]=2)([C:27]2[CH:28]=[CH:29][CH:30]=[CH:31][CH:32]=2)[C:17]2[CH:34]=[CH:35][C:14]([O:13][CH3:12])=[CH:15][CH:16]=2)=[CH:24][CH:23]=1.[CH2:37]([NH+:36]([CH2:11][CH3:3])[CH2:41][CH3:40])[CH3:38]. The yield is 1.00. (4) The reactants are [OH:1][C@@:2]1([C:9]#[C:10][C:11]2[CH:12]=[C:13]([C:17]3[N:18]=[C:19]([C:27]([O:29]CC)=O)[C:20]4[CH:25]=[CH:24][N:23]([CH3:26])[C:21]=4[N:22]=3)[CH:14]=[CH:15][CH:16]=2)[CH2:6][CH2:5][N:4]([CH3:7])[C:3]1=[O:8].[NH3:32]. The catalyst is CO. The product is [OH:1][C@@:2]1([C:9]#[C:10][C:11]2[CH:12]=[C:13]([C:17]3[N:18]=[C:19]([C:27]([NH2:32])=[O:29])[C:20]4[CH:25]=[CH:24][N:23]([CH3:26])[C:21]=4[N:22]=3)[CH:14]=[CH:15][CH:16]=2)[CH2:6][CH2:5][N:4]([CH3:7])[C:3]1=[O:8]. The yield is 0.700. (5) The reactants are [F:1][CH:2]([F:11])[O:3][C:4]1[CH:5]=[C:6]([CH:8]=[CH:9][CH:10]=1)[NH2:7].[N:12]([O-])=O.[Na+].C([O-])(=O)C.[Na+].[C:21]([CH2:24][C:25](=[O:27])[CH3:26])(=[O:23])[CH3:22]. The catalyst is C(O)(=O)C.Cl.O.C(O)C. The product is [F:1][CH:2]([F:11])[O:3][C:4]1[CH:5]=[C:6]([NH:7][N:12]=[C:24]([C:25](=[O:27])[CH3:26])[C:21](=[O:23])[CH3:22])[CH:8]=[CH:9][CH:10]=1. The yield is 0.890. (6) The reactants are [CH3:1][C:2]1[CH:32]=[CH:31][CH:30]=[C:29]([CH3:33])[C:3]=1[CH:4]=[CH:5][C:6]1[CH:7]=[C:8]([CH2:12][CH2:13][C:14]([N:16]2[CH2:21][CH2:20][N:19](C(OC(C)(C)C)=O)[CH2:18][CH2:17]2)=[O:15])[CH:9]=[CH:10][CH:11]=1.FC(F)(F)C(O)=O.C(=O)(O)[O-].[Na+].C(=O)([O-])[O-].[K+].[K+]. The catalyst is C(Cl)Cl. The product is [CH3:33][C:29]1[CH:30]=[CH:31][CH:32]=[C:2]([CH3:1])[C:3]=1/[CH:4]=[CH:5]/[C:6]1[CH:7]=[C:8]([CH2:12][CH2:13][C:14]([N:16]2[CH2:17][CH2:18][NH:19][CH2:20][CH2:21]2)=[O:15])[CH:9]=[CH:10][CH:11]=1. The yield is 0.420.